From a dataset of Forward reaction prediction with 1.9M reactions from USPTO patents (1976-2016). Predict the product of the given reaction. (1) Given the reactants [N:1]([CH:4]([CH2:18][C:19]1[CH:24]=[CH:23][CH:22]=[CH:21][CH:20]=1)[CH2:5][CH2:6][CH2:7][C:8]1[CH:17]=[CH:16][CH:15]=[CH:14][C:9]=1[C:10]([O:12][CH3:13])=[O:11])=[N+]=[N-], predict the reaction product. The product is: [NH2:1][CH:4]([CH2:18][C:19]1[CH:24]=[CH:23][CH:22]=[CH:21][CH:20]=1)[CH2:5][CH2:6][CH2:7][C:8]1[CH:17]=[CH:16][CH:15]=[CH:14][C:9]=1[C:10]([O:12][CH3:13])=[O:11]. (2) Given the reactants [CH3:1][O:2][C:3]1[CH:8]=[C:7]([O:9][CH3:10])[CH:6]=[C:5]([O:11][CH3:12])[CH:4]=1.[Br:13]Br.O, predict the reaction product. The product is: [Br:13][C:4]1[C:5]([O:11][CH3:12])=[CH:6][C:7]([O:9][CH3:10])=[CH:8][C:3]=1[O:2][CH3:1]. (3) Given the reactants [C:1]([O:5][C:6](=[O:16])[CH2:7][CH2:8][CH2:9][CH2:10][CH2:11][CH2:12][C:13]([OH:15])=[O:14])([CH3:4])([CH3:3])[CH3:2].[B-](F)(F)(F)F.CN(C(O[N:30]1[C:35](=[O:36])[CH2:34][CH2:33][C:31]1=[O:32])=[N+](C)C)C.CCN(C(C)C)C(C)C, predict the reaction product. The product is: [O:32]=[C:31]1[CH2:33][CH2:34][C:35](=[O:36])[N:30]1[O:14][C:13](=[O:15])[CH2:12][CH2:11][CH2:10][CH2:9][CH2:8][CH2:7][C:6]([O:5][C:1]([CH3:4])([CH3:2])[CH3:3])=[O:16]. (4) Given the reactants [CH3:1][C:2]1([CH2:13][O:14][C:15]2[CH:20]=[CH:19][C:18]([N:21]3[CH2:26][CH2:25][NH:24][CH2:23][CH2:22]3)=[CH:17][CH:16]=2)[O:6][C:5]2=[N:7][C:8]([N+:10]([O-:12])=[O:11])=[CH:9][N:4]2[CH2:3]1.[C:27]([O:31][C:32]([N:34]1[CH2:39][CH2:38][N:37]([CH2:40][C:41](O)=[O:42])[CH2:36][CH2:35]1)=[O:33])([CH3:30])([CH3:29])[CH3:28].CN(C(ON1N=NC2C=CC=CC1=2)=[N+](C)C)C.[B-](F)(F)(F)F.C(N(CC)CC)C, predict the reaction product. The product is: [C:27]([O:31][C:32]([N:34]1[CH2:35][CH2:36][N:37]([CH2:40][C:41]([N:24]2[CH2:25][CH2:26][N:21]([C:18]3[CH:17]=[CH:16][C:15]([O:14][CH2:13][C:2]4([CH3:1])[O:6][C:5]5=[N:7][C:8]([N+:10]([O-:12])=[O:11])=[CH:9][N:4]5[CH2:3]4)=[CH:20][CH:19]=3)[CH2:22][CH2:23]2)=[O:42])[CH2:38][CH2:39]1)=[O:33])([CH3:30])([CH3:29])[CH3:28].